This data is from Catalyst prediction with 721,799 reactions and 888 catalyst types from USPTO. The task is: Predict which catalyst facilitates the given reaction. (1) Reactant: [NH2:1][C:2]1[CH:7]=[C:6]([Cl:8])[C:5]([C:9]2[CH:14]=[CH:13][C:12]([N:15]([CH3:17])[CH3:16])=[CH:11][CH:10]=2)=[CH:4][C:3]=1[C:18]([O:20][CH3:21])=[O:19].[CH3:22][C:23]1[CH:27]=[C:26]([CH2:28][C:29](O)=[O:30])[O:25][N:24]=1.CN(C(ON1N=NC2C=CC=NC1=2)=[N+](C)C)C.F[P-](F)(F)(F)(F)F.C(N(CC)CC)C. Product: [Cl:8][C:6]1[C:5]([C:9]2[CH:10]=[CH:11][C:12]([N:15]([CH3:16])[CH3:17])=[CH:13][CH:14]=2)=[CH:4][C:3]([C:18]([O:20][CH3:21])=[O:19])=[C:2]([NH:1][C:29](=[O:30])[CH2:28][C:26]2[O:25][N:24]=[C:23]([CH3:22])[CH:27]=2)[CH:7]=1. The catalyst class is: 4. (2) Reactant: [C:1]([N:4]1[CH2:9][CH2:8][N:7]([C:10]2[CH:11]=[CH:12][C:13]([CH2:16][CH2:17][C:18]3[CH:19]=[C:20]([CH2:24][C:25](O)=[O:26])[CH:21]=[CH:22][CH:23]=3)=[N:14][CH:15]=2)[CH2:6][CH2:5]1)(=[O:3])[CH3:2].C(N1C=CN=C1)(N1C=CN=C1)=O.[C:40]([O:44][C:45]([CH3:48])([CH3:47])[CH3:46])(=[O:43])[NH:41][NH2:42].O. Product: [C:1]([N:4]1[CH2:5][CH2:6][N:7]([C:10]2[CH:11]=[CH:12][C:13]([CH2:16][CH2:17][C:18]3[CH:19]=[C:20]([CH2:24][C:25]([NH:42][NH:41][C:40]([O:44][C:45]([CH3:48])([CH3:47])[CH3:46])=[O:43])=[O:26])[CH:21]=[CH:22][CH:23]=3)=[N:14][CH:15]=2)[CH2:8][CH2:9]1)(=[O:3])[CH3:2]. The catalyst class is: 42. (3) Reactant: N[CH2:2][C:3]1[CH:8]=[C:7]([Cl:9])[CH:6]=[CH:5][C:4]=1[CH:10]([NH:20][S:21]([C:23]([CH3:26])([CH3:25])[CH3:24])=[O:22])[CH2:11][O:12][Si:13]([C:16]([CH3:19])([CH3:18])[CH3:17])([CH3:15])[CH3:14].[OH:27][C:28]1([C:41]([N:43]2[CH2:50][CH2:49][CH2:48][C@H:44]2[C:45](O)=[O:46])=[O:42])[C:40]2[CH:39]=[CH:38][CH:37]=[CH:36][C:35]=2[C:34]2[C:29]1=[CH:30][CH:31]=[CH:32][CH:33]=2.C(Cl)CCl.C([N:57](CC)CC)C.C1C=NC2N(O)N=NC=2C=1. Product: [C:16]([Si:13]([CH3:14])([CH3:15])[O:12][CH2:11][CH:10]([C:4]1[CH:5]=[CH:6][C:7]([Cl:9])=[CH:8][C:3]=1[CH2:2][C@@:44]1([C:45]([NH2:57])=[O:46])[CH2:48][CH2:49][CH2:50][N:43]1[C:41]([C:28]1([OH:27])[C:40]2[CH:39]=[CH:38][CH:37]=[CH:36][C:35]=2[C:34]2[C:29]1=[CH:30][CH:31]=[CH:32][CH:33]=2)=[O:42])[NH:20][S:21]([C:23]([CH3:26])([CH3:25])[CH3:24])=[O:22])([CH3:17])([CH3:18])[CH3:19]. The catalyst class is: 3. (4) Reactant: [C:1]([O:5][C:6]([NH:8][C@H:9]([C:15](=[O:21])[N:16]1[CH2:20][CH2:19][CH2:18][CH2:17]1)[CH2:10][C:11]([O:13][CH3:14])=[O:12])=[O:7])([CH3:4])([CH3:3])[CH3:2].C[Si](C)(C)[N-][Si](C)(C)C.[K+].[CH2:32](Br)[CH:33]=[CH2:34]. Product: [C:1]([O:5][C:6]([NH:8][C@@H:9]([C@H:10]([CH2:34][CH:33]=[CH2:32])[C:11]([O:13][CH3:14])=[O:12])[C:15](=[O:21])[N:16]1[CH2:17][CH2:18][CH2:19][CH2:20]1)=[O:7])([CH3:4])([CH3:2])[CH3:3]. The catalyst class is: 1. (5) Reactant: C([O:8][C:9]([C@H:11]1[C@H:16]([OH:17])[C@@H:15]([OH:18])[C@H:14]([OH:19])[C@H:13]([O:20][C:21](=[O:51])[CH2:22][C:23]2[CH:28]=[CH:27][C:26]([O:29][CH3:30])=[C:25]([O:31][C:32]3[CH:37]=[CH:36][C:35]([NH:38][C:39](=[O:44])[C:40]([CH3:43])([CH3:42])[CH3:41])=[CH:34][C:33]=3[CH2:45][S:46][C:47]([CH3:50])([CH3:49])[CH3:48])[CH:24]=2)[O:12]1)=[O:10])C1C=CC=CC=1. Product: [C:47]([S:46][CH2:45][C:33]1[CH:34]=[C:35]([NH:38][C:39](=[O:44])[C:40]([CH3:43])([CH3:42])[CH3:41])[CH:36]=[CH:37][C:32]=1[O:31][C:25]1[CH:24]=[C:23]([CH2:22][C:21]([O:20][C@@H:13]2[O:12][C@@H:11]([C:9]([OH:10])=[O:8])[C@H:16]([OH:17])[C@@H:15]([OH:18])[C@@H:14]2[OH:19])=[O:51])[CH:28]=[CH:27][C:26]=1[O:29][CH3:30])([CH3:50])([CH3:49])[CH3:48]. The catalyst class is: 320. (6) Reactant: [Cl:1][C:2]1[N:7]=[N:6][C:5]([CH2:8][C:9]2[CH:10]=[C:11]([CH:16]=[CH:17][C:18]=2[O:19][CH3:20])[C:12]([O:14][CH3:15])=[O:13])=[CH:4][CH:3]=1.[Li+].C[Si]([N-][Si](C)(C)C)(C)C.[CH3:31][Si:32]([CH3:41])([CH3:40])[C:33]#[C:34][C:35](OCC)=[O:36]. Product: [Cl:1][C:2]1[N:7]=[N:6][C:5]([CH:8]([C:9]2[CH:10]=[C:11]([CH:16]=[CH:17][C:18]=2[O:19][CH3:20])[C:12]([O:14][CH3:15])=[O:13])[C:35](=[O:36])[C:34]#[C:33][Si:32]([CH3:41])([CH3:40])[CH3:31])=[CH:4][CH:3]=1. The catalyst class is: 1. (7) Reactant: [C:1]([O:5][C:6]([NH:8][C@H:9]([C:14]([OH:16])=O)[CH2:10][N:11]([CH3:13])[CH3:12])=[O:7])([CH3:4])([CH3:3])[CH3:2].CC(N=C=NC(C)C)C.C1C=CC2N(O)N=NC=2C=1.CN1CCOCC1.Cl.[CH3:44][O:45][C:46]1[CH:47]=[C:48]([C:54]2[C@@H:63]3[C@@H:58]([CH2:59][CH2:60][CH2:61][CH2:62]3)[C:57](=[O:64])[N:56]([CH:65]3[CH2:70][CH2:69][NH:68][CH2:67][CH2:66]3)[N:55]=2)[CH:49]=[CH:50][C:51]=1[O:52][CH3:53]. Product: [CH3:44][O:45][C:46]1[CH:47]=[C:48]([C:54]2[C@@H:63]3[C@@H:58]([CH2:59][CH2:60][CH2:61][CH2:62]3)[C:57](=[O:64])[N:56]([CH:65]3[CH2:66][CH2:67][N:68]([C:14](=[O:16])[C@@H:9]([NH:8][C:6](=[O:7])[O:5][C:1]([CH3:2])([CH3:3])[CH3:4])[CH2:10][N:11]([CH3:12])[CH3:13])[CH2:69][CH2:70]3)[N:55]=2)[CH:49]=[CH:50][C:51]=1[O:52][CH3:53]. The catalyst class is: 34.